Dataset: Full USPTO retrosynthesis dataset with 1.9M reactions from patents (1976-2016). Task: Predict the reactants needed to synthesize the given product. (1) Given the product [CH3:17][Si:18]([C:21]#[C:22][C:2]1[CH:3]=[N:4][CH:5]=[C:6]([CH:9]=1)[C:7]#[N:8])([CH3:20])[CH3:19], predict the reactants needed to synthesize it. The reactants are: Br[C:2]1[CH:3]=[N:4][CH:5]=[C:6]([CH:9]=1)[C:7]#[N:8].C(N(CC)CC)C.[CH3:17][Si:18]([C:21]#[CH:22])([CH3:20])[CH3:19]. (2) The reactants are: [NH2:1][C:2]1[CH:10]=[CH:9][C:5]([C:6]([OH:8])=[O:7])=[CH:4][CH:3]=1.[OH-].[Na+].C([O-])([O-])=O.[Na+].[Na+].Cl[C:20]1[C:25](CC=O)=[C:24]([CH3:29])[CH:23]=[CH:22][C:21]=1[S:30]([O-:33])(=[O:32])=[O:31].C1C[O:37][CH2:36][CH2:35]1. Given the product [S:30]([O:33][CH2:35][C:36]([NH:1][C:2]1[CH:10]=[CH:9][C:5]([C:6]([OH:8])=[O:7])=[CH:4][CH:3]=1)=[O:37])([C:21]1[CH:20]=[CH:25][C:24]([CH3:29])=[CH:23][CH:22]=1)(=[O:31])=[O:32], predict the reactants needed to synthesize it.